From a dataset of Catalyst prediction with 721,799 reactions and 888 catalyst types from USPTO. Predict which catalyst facilitates the given reaction. (1) Product: [F:33][C:26]1[C:27]([O:31][CH3:32])=[CH:28][CH:29]=[CH:30][C:25]=1[CH2:24][O:1][C:2]1[CH:3]=[CH:4][C:5]([CH2:8][NH:9][C:10](=[O:18])[C:11]2[CH:16]=[CH:15][CH:14]=[N:13][C:12]=2[NH2:17])=[CH:6][CH:7]=1. Reactant: [OH:1][C:2]1[CH:7]=[CH:6][C:5]([CH2:8][NH:9][C:10](=[O:18])[C:11]2[CH:16]=[CH:15][CH:14]=[N:13][C:12]=2[NH2:17])=[CH:4][CH:3]=1.CS(O[CH2:24][C:25]1[CH:30]=[CH:29][CH:28]=[C:27]([O:31][CH3:32])[C:26]=1[F:33])(=O)=O.C(=O)([O-])[O-].[Cs+].[Cs+].CN(C=O)C. The catalyst class is: 6. (2) Reactant: [NH2:1][C:2]1[C:11]2[N:12]=[C:13]([CH2:27][O:28][CH2:29][CH3:30])[N:14]([CH2:15][CH2:16][CH2:17][CH2:18][NH:19]C(=O)OC(C)(C)C)[C:10]=2[C:9]2[CH:8]=[CH:7][C:6]([C:31]3[CH:32]=[N:33][CH:34]=[CH:35][CH:36]=3)=[CH:5][C:4]=2[N:3]=1. Product: [NH2:19][CH2:18][CH2:17][CH2:16][CH2:15][N:14]1[C:10]2[C:9]3[CH:8]=[CH:7][C:6]([C:31]4[CH:32]=[N:33][CH:34]=[CH:35][CH:36]=4)=[CH:5][C:4]=3[N:3]=[C:2]([NH2:1])[C:11]=2[N:12]=[C:13]1[CH2:27][O:28][CH2:29][CH3:30]. The catalyst class is: 33.